From a dataset of Peptide-MHC class II binding affinity with 134,281 pairs from IEDB. Regression. Given a peptide amino acid sequence and an MHC pseudo amino acid sequence, predict their binding affinity value. This is MHC class II binding data. (1) The peptide sequence is SAHGSGREVIDAMCH. The MHC is DRB1_0404 with pseudo-sequence DRB1_0404. The binding affinity (normalized) is 0.358. (2) The peptide sequence is GFKAAVAAAASVP. The MHC is DRB1_0802 with pseudo-sequence DRB1_0802. The binding affinity (normalized) is 0.981. (3) The MHC is DRB1_1101 with pseudo-sequence DRB1_1101. The binding affinity (normalized) is 0.573. The peptide sequence is VALFAVFLGSAHGIP.